Dataset: Reaction yield outcomes from USPTO patents with 853,638 reactions. Task: Predict the reaction yield, written as a fraction of the theoretical maximum amount of product (1.0 means a 100% yield; for example, 0.34 means a 34% yield). (1) The reactants are [Br:1][C:2]1[CH:3]=[C:4]2[CH:11]=[CH:10][N:9]([CH3:12])[C:5]2=[C:6](Cl)[N:7]=1.[CH3:13][O-:14].[Na+].CO. No catalyst specified. The product is [Br:1][C:2]1[CH:3]=[C:4]2[CH:11]=[CH:10][N:9]([CH3:12])[C:5]2=[C:6]([O:14][CH3:13])[N:7]=1. The yield is 0.970. (2) The reactants are [CH3:1][O:2][C:3]1[CH:8]=[C:7]([CH:9]2[CH2:14][CH2:13][N:12]([CH3:15])[CH2:11][CH2:10]2)[CH:6]=[CH:5][C:4]=1[NH:16][C:17](=[O:19])[CH3:18].[N+:20]([O-])([OH:22])=[O:21].C([O-])(O)=O.[Na+]. The catalyst is O. The product is [CH3:1][O:2][C:3]1[CH:8]=[C:7]([CH:9]2[CH2:14][CH2:13][N:12]([CH3:15])[CH2:11][CH2:10]2)[C:6]([N+:20]([O-:22])=[O:21])=[CH:5][C:4]=1[NH:16][C:17](=[O:19])[CH3:18]. The yield is 0.110. (3) The reactants are [Cl:1][C:2]1[C:7]([F:8])=[CH:6][CH:5]=[CH:4][C:3]=1[C@@:9]([NH:14][S@@:15]([C:17]([CH3:20])([CH3:19])[CH3:18])=[O:16])([CH2:11][CH2:12][OH:13])[CH3:10].CC(OI1(OC(C)=O)(OC(C)=O)OC(=O)C2C=CC=CC1=2)=O.C(=O)(O)[O-].[Na+]. The catalyst is O.C(Cl)Cl. The product is [Cl:1][C:2]1[C:7]([F:8])=[CH:6][CH:5]=[CH:4][C:3]=1[C@@:9]([NH:14][S@@:15]([C:17]([CH3:20])([CH3:19])[CH3:18])=[O:16])([CH2:11][CH:12]=[O:13])[CH3:10]. The yield is 0.970.